From a dataset of Forward reaction prediction with 1.9M reactions from USPTO patents (1976-2016). Predict the product of the given reaction. (1) Given the reactants [N:1]([C@@H:4]([C@@H:8]([C:15]1[CH:20]=[CH:19][C:18]([Cl:21])=[C:17]([F:22])[CH:16]=1)[CH:9]1[CH2:14][CH2:13][O:12][CH2:11][CH2:10]1)[C:5]([OH:7])=O)=[N+]=[N-].[NH2:23][C:24]1[CH:54]=[CH:53][CH:52]=[C:51]([F:55])[C:25]=1[CH2:26][CH2:27][C@H:28]1[O:33][CH2:32][C@@H:31]([CH2:34][O:35][C:36](=[O:43])[NH:37][CH2:38][C:39]([F:42])([F:41])[F:40])[N:30](C(OC(C)(C)C)=O)[CH2:29]1, predict the reaction product. The product is: [Cl:21][C:18]1[CH:19]=[CH:20][C:15]([C@@H:8]([CH:9]2[CH2:14][CH2:13][O:12][CH2:11][CH2:10]2)[C@@H:4]([C:5]([NH:23][C:24]2[CH:54]=[CH:53][CH:52]=[C:51]([F:55])[C:25]=2[CH2:26][CH2:27][C@H:28]2[O:33][CH2:32][C@@H:31]([CH2:34][O:35][C:36](=[O:43])[NH:37][CH2:38][C:39]([F:42])([F:41])[F:40])[NH:30][CH2:29]2)=[O:7])[NH2:1])=[CH:16][C:17]=1[F:22]. (2) Given the reactants [C:1]1([N:7]([C:17]2[CH:22]=[CH:21][CH:20]=[CH:19][CH:18]=2)[C:8]2[CH:13]=[CH:12][C:11](B(O)O)=[CH:10][CH:9]=2)[CH:6]=[CH:5][CH:4]=[CH:3][CH:2]=1.[N:23]1([CH2:28][C:29]2[CH:30]=[CH:31][C:32](Br)=[N:33][CH:34]=2)[CH:27]=[CH:26][N:25]=[CH:24]1, predict the reaction product. The product is: [N:23]1([CH2:28][C:29]2[CH:30]=[CH:31][C:32]([C:11]3[CH:12]=[CH:13][C:8]([N:7]([C:1]4[CH:6]=[CH:5][CH:4]=[CH:3][CH:2]=4)[C:17]4[CH:22]=[CH:21][CH:20]=[CH:19][CH:18]=4)=[CH:9][CH:10]=3)=[N:33][CH:34]=2)[CH:27]=[CH:26][N:25]=[CH:24]1. (3) Given the reactants [CH:1]1([C:7]2[CH:26]=[CH:25][C:10]([O:11][CH2:12][CH:13]3[O:24][C:16]4=[N:17][C:18](=[O:23])[C:19]([S:21][CH3:22])=[CH:20][N:15]4[CH2:14]3)=[CH:9][CH:8]=2)[CH2:6][CH2:5][CH2:4][CH2:3][CH2:2]1.B1([O-])O[O:28]1.O.O.O.O.[Na+].[OH-].[Na+], predict the reaction product. The product is: [CH:1]1([C:7]2[CH:26]=[CH:25][C:10]([O:11][CH2:12][C@H:13]3[O:24][C:16]4=[N:17][C:18](=[O:23])[C:19]([S:21]([CH3:22])=[O:28])=[CH:20][N:15]4[CH2:14]3)=[CH:9][CH:8]=2)[CH2:2][CH2:3][CH2:4][CH2:5][CH2:6]1. (4) Given the reactants [OH:1][C:2]1[CH:6]([CH:7]([CH3:9])[CH3:8])[NH:5][C:4](=[O:10])[CH:3]=1.[CH:11](=O)[C:12]1[CH:17]=[CH:16][CH:15]=[CH:14][CH:13]=1.[F:19][C:20]1[CH:28]=[C:27]2[C:23]([C:24]([CH2:29][CH2:30][OH:31])=[CH:25][NH:26]2)=[CH:22][CH:21]=1, predict the reaction product. The product is: [F:19][C:20]1[CH:28]=[C:27]2[C:23]([C:24]([CH2:29][CH2:30][OH:31])=[C:25]([CH:11]([C:12]3[CH:17]=[CH:16][CH:15]=[CH:14][CH:13]=3)[C:3]3[C:4](=[O:10])[NH:5][CH:6]([CH:7]([CH3:9])[CH3:8])[C:2]=3[OH:1])[NH:26]2)=[CH:22][CH:21]=1. (5) Given the reactants [N:1](OCCC(C)C)=[O:2].[CH3:9][C:10]([C:12]1[CH:17]=[CH:16][CH:15]=[C:14]([Cl:18])[CH:13]=1)=[O:11], predict the reaction product. The product is: [Cl:18][C:14]1[CH:13]=[C:12]([C:10](=[O:11])[CH:9]=[N:1][OH:2])[CH:17]=[CH:16][CH:15]=1. (6) The product is: [C:5]([CH:4]([CH2:13][CH2:14][CH2:15][CH:16]1[CH2:21][CH2:20][CH2:19][CH2:18][CH2:17]1)[C:3]([O:2][CH3:1])=[O:8])(=[O:7])[CH3:6]. Given the reactants [CH3:1][O:2][C:3](=[O:8])/[CH:4]=[C:5](/[O-:7])\[CH3:6].[Na+].[I-].[K+].Br[CH2:13][CH2:14][CH2:15][CH:16]1[CH2:21][CH2:20][CH2:19][CH2:18][CH2:17]1, predict the reaction product. (7) Given the reactants [NH:1]1[C:9]2[C:4](=[CH:5][CH:6]=[CH:7][CH:8]=2)[C:3]([OH:10])=[N:2]1.[N:11]([CH2:14][C:15]1[CH:20]=[CH:19][CH:18]=[CH:17][C:16]=1[CH3:21])=[C:12]=[O:13], predict the reaction product. The product is: [CH3:21][C:16]1[CH:17]=[CH:18][CH:19]=[CH:20][C:15]=1[CH2:14][NH:11][C:12]([N:1]1[C:9]2[C:4](=[CH:5][CH:6]=[CH:7][CH:8]=2)[C:3](=[O:10])[N:2]1[C:12]([NH:11][CH2:14][C:15]1[CH:20]=[CH:19][CH:18]=[CH:17][C:16]=1[CH3:21])=[O:13])=[O:13]. (8) Given the reactants [CH2:1]([C@H:8]1[CH2:13][NH:12][CH2:11][CH2:10][NH:9]1)[C:2]1[CH:7]=[CH:6][CH:5]=[CH:4][CH:3]=1.C(N(CC)CC)C.Cl[C:22]1[N:27]([CH3:28])[C:26](=[O:29])[CH:25]=[C:24]([C:30]2[CH:35]=[CH:34][N:33]=[CH:32][CH:31]=2)[N:23]=1, predict the reaction product. The product is: [CH2:1]([C@@H:8]1[NH:9][CH2:10][CH2:11][N:12]([C:22]2[N:27]([CH3:28])[C:26](=[O:29])[CH:25]=[C:24]([C:30]3[CH:31]=[CH:32][N:33]=[CH:34][CH:35]=3)[N:23]=2)[CH2:13]1)[C:2]1[CH:7]=[CH:6][CH:5]=[CH:4][CH:3]=1. (9) Given the reactants N(OC(C)(C)C)=O.N[C:9]1[N:14]=[C:13]([C:15]([O:17][CH2:18][CH3:19])=[O:16])[N:12]=[C:11]([C:20]([O:22][CH2:23][CH3:24])=[O:21])[CH:10]=1.Cl, predict the reaction product. The product is: [N:14]1[CH:9]=[CH:10][C:11]([C:20]([O:22][CH2:23][CH3:24])=[O:21])=[N:12][C:13]=1[C:15]([O:17][CH2:18][CH3:19])=[O:16].